From a dataset of Catalyst prediction with 721,799 reactions and 888 catalyst types from USPTO. Predict which catalyst facilitates the given reaction. Reactant: [CH2:1]([O:3][C:4](=[O:21])[CH2:5][N:6]([CH2:14][C:15]1[CH:20]=[CH:19][CH:18]=[CH:17][CH:16]=1)[CH2:7][C:8]1[CH:13]=[CH:12][CH:11]=[CH:10][CH:9]=1)[CH3:2].C([N-]C(C)C)(C)C.[Li+].[CH2:30]([O:37][CH2:38][CH2:39][CH:40]=[O:41])[C:31]1[CH:36]=[CH:35][CH:34]=[CH:33][CH:32]=1.[Cl-].[NH4+]. Product: [CH2:1]([O:3][C:4](=[O:21])[CH:5]([N:6]([CH2:7][C:8]1[CH:9]=[CH:10][CH:11]=[CH:12][CH:13]=1)[CH2:14][C:15]1[CH:20]=[CH:19][CH:18]=[CH:17][CH:16]=1)[CH:40]([OH:41])[CH2:39][CH2:38][O:37][CH2:30][C:31]1[CH:36]=[CH:35][CH:34]=[CH:33][CH:32]=1)[CH3:2]. The catalyst class is: 7.